From a dataset of Catalyst prediction with 721,799 reactions and 888 catalyst types from USPTO. Predict which catalyst facilitates the given reaction. (1) Reactant: [BH4-].[Na+].[Cl:3][C:4]1[C:5]([CH3:33])=[C:6]([C:12]2[CH:16]=[CH:15][N:14]([CH2:17][C@@H:18]([NH:20][C:21]([C:23]3[N:24]=[C:25]([C:28](OCC)=[O:29])[S:26][CH:27]=3)=[O:22])[CH3:19])[N:13]=2)[CH:7]=[CH:8][C:9]=1[C:10]#[N:11]. The catalyst class is: 8. Product: [Cl:3][C:4]1[C:5]([CH3:33])=[C:6]([C:12]2[CH:16]=[CH:15][N:14]([CH2:17][C@@H:18]([NH:20][C:21]([C:23]3[N:24]=[C:25]([CH2:28][OH:29])[S:26][CH:27]=3)=[O:22])[CH3:19])[N:13]=2)[CH:7]=[CH:8][C:9]=1[C:10]#[N:11]. (2) Product: [F:20][C:21]([F:35])([F:36])[C:22]1[CH:30]=[CH:29][C:28]([C:31]([F:34])([F:32])[F:33])=[CH:27][C:23]=1[CH2:24][O:25][N:26]=[C:1]([C:4]1[CH:9]=[C:8]([Cl:10])[CH:7]=[CH:6][C:5]=1[NH:11][S:12]([C:15]([F:18])([F:17])[F:16])(=[O:14])=[O:13])[CH3:2]. Reactant: [C:1]([C:4]1[CH:9]=[C:8]([Cl:10])[CH:7]=[CH:6][C:5]=1[NH:11][S:12]([C:15]([F:18])([F:17])[F:16])(=[O:14])=[O:13])(=O)[CH3:2].Cl.[F:20][C:21]([F:36])([F:35])[C:22]1[CH:30]=[CH:29][C:28]([C:31]([F:34])([F:33])[F:32])=[CH:27][C:23]=1[CH2:24][O:25][NH2:26].CC([O-])=O.[Na+].CC(O)=O. The catalyst class is: 24. (3) The catalyst class is: 6. Reactant: F[C:2]1[CH:7]=[CH:6][C:5]([N+:8]([O-:10])=[O:9])=[CH:4][CH:3]=1.[C:11]([O:15][C:16](=[O:20])[C@H:17]([CH3:19])[NH2:18])([CH3:14])([CH3:13])[CH3:12].CCN(CC)CC.CN1CCCC1=O. Product: [N+:8]([C:5]1[CH:6]=[CH:7][C:2]([NH:18][CH:17]([CH3:19])[C:16]([O:15][C:11]([CH3:14])([CH3:13])[CH3:12])=[O:20])=[CH:3][CH:4]=1)([O-:10])=[O:9]. (4) Reactant: NCCCCCCCCCCCC(O)=O.S(Cl)([Cl:18])=O.Cl[C:21]1[C:30]2[C:25](=[CH:26][CH:27]=[CH:28][CH:29]=2)[N:24]=[CH:23][C:22]=1[N+:31]([O-:33])=[O:32].Cl.[NH2:35][CH2:36][CH2:37][CH2:38][CH2:39][CH2:40][CH2:41][CH2:42][CH2:43][CH2:44][CH2:45][CH2:46][C:47]([O:49][CH2:50][CH3:51])=[O:48].C(N(CC)CC)C. Product: [ClH:18].[NH2:35][CH2:36][CH2:37][CH2:38][CH2:39][CH2:40][CH2:41][CH2:42][CH2:43][CH2:44][CH2:45][CH2:46][C:47]([O:49][CH2:50][CH3:51])=[O:48].[N+:31]([C:22]1[CH:23]=[N:24][C:25]2[C:30]([C:21]=1[NH:35][CH2:36][CH2:37][CH2:38][CH2:39][CH2:40][CH2:41][CH2:42][CH2:43][CH2:44][CH2:45][CH2:46][C:47]([O:49][CH2:50][CH3:51])=[O:48])=[CH:29][CH:28]=[CH:27][CH:26]=2)([O-:33])=[O:32]. The catalyst class is: 429.